From a dataset of Cav3 T-type calcium channel HTS with 100,875 compounds. Binary Classification. Given a drug SMILES string, predict its activity (active/inactive) in a high-throughput screening assay against a specified biological target. (1) The molecule is s1c=2n(C(C(=C(N2)C)C(OCC)=O)c2ccc(F)cc2)c(=O)cc1C(OC)=O. The result is 0 (inactive). (2) The molecule is S(=O)(=O)(NCC(C)C)c1ccc(CCC(=O)N2CCN(CC2)Cc2cc3OCOc3cc2)cc1. The result is 0 (inactive).